This data is from Full USPTO retrosynthesis dataset with 1.9M reactions from patents (1976-2016). The task is: Predict the reactants needed to synthesize the given product. (1) Given the product [Cl:42][C:26]1[C:25]([C:12]2[CH:11]=[CH:10][C:9]([S:6]([N:4]3[CH2:3][CH:2]([F:1])[CH2:5]3)(=[O:7])=[O:8])=[CH:14][CH:13]=2)=[C:30]([C:31]([F:32])([F:33])[F:34])[CH:29]=[C:28]([NH:35][C:36]2[N:40]=[C:39]([NH2:41])[NH:38][N:37]=2)[CH:27]=1, predict the reactants needed to synthesize it. The reactants are: [F:1][CH:2]1[CH2:5][N:4]([S:6]([C:9]2[CH:14]=[CH:13][C:12](B3OC(C)(C)C(C)(C)O3)=[CH:11][CH:10]=2)(=[O:8])=[O:7])[CH2:3]1.Br[C:25]1[C:30]([C:31]([F:34])([F:33])[F:32])=[CH:29][C:28]([NH:35][C:36]2[N:40]=[C:39]([NH2:41])[NH:38][N:37]=2)=[CH:27][C:26]=1[Cl:42].CN1C(C)(C)CC(SC2C=CC(B3OC(C)(C)C(C)(C)O3)=CC=2)CC1(C)C.C(=O)([O-])[O-].[K+].[K+]. (2) Given the product [Cl:1][C:2]1[CH:3]=[C:4]([NH:8][C:9]([NH:10][C:11]2[CH:12]=[CH:13][C:14]([C:17]3[C:18]4[S:25][CH:24]=[C:23]([C:26]5[CH:27]=[CH:28][C:29]([CH2:32][CH2:33][CH2:34][OH:35])=[CH:30][CH:31]=5)[C:19]=4[N:20]=[CH:21][N:22]=3)=[CH:15][CH:16]=2)=[O:37])[CH:5]=[CH:6][CH:7]=1, predict the reactants needed to synthesize it. The reactants are: [Cl:1][C:2]1[CH:3]=[C:4]([NH:8][C:9](=[O:37])[NH:10][C:11]2[CH:16]=[CH:15][C:14]([C:17]3[C:18]4[S:25][CH:24]=[C:23]([C:26]5[CH:31]=[CH:30][C:29]([CH2:32][CH2:33][C:34](O)=[O:35])=[CH:28][CH:27]=5)[C:19]=4[N:20]=[CH:21][N:22]=3)=[CH:13][CH:12]=2)[CH:5]=[CH:6][CH:7]=1.CC(C[AlH]CC(C)C)C. (3) The reactants are: [O-]P([O-])([O-])=O.[K+].[K+].[K+].[CH3:9][S:10]([NH2:13])(=[O:12])=[O:11].N(CC(O)=O)C.[OH:20][C:21]1[C:26]([N:27]2[CH2:32][CH2:31][O:30][CH2:29][CH2:28]2)=[N:25][N:24]([CH2:33][CH2:34][CH:35]([CH3:37])[CH3:36])[C:23](=[O:38])[C:22]=1[C:39]1[NH:40][S:41](=[O:51])(=[O:50])[C:42]2[CH:48]=[C:47](I)[CH:46]=[CH:45][C:43]=2[N:44]=1. Given the product [OH:20][C:21]1[C:26]([N:27]2[CH2:32][CH2:31][O:30][CH2:29][CH2:28]2)=[N:25][N:24]([CH2:33][CH2:34][CH:35]([CH3:37])[CH3:36])[C:23](=[O:38])[C:22]=1[C:39]1[NH:40][S:41](=[O:51])(=[O:50])[C:42]2[CH:48]=[C:47]([NH:13][S:10]([CH3:9])(=[O:12])=[O:11])[CH:46]=[CH:45][C:43]=2[N:44]=1, predict the reactants needed to synthesize it. (4) Given the product [F:1][C:2]1[CH:7]=[CH:6][CH:5]=[C:4]([N+:8]([O-:10])=[O:9])[C:3]=1[O:11][CH2:18][C:19]1[CH:24]=[CH:23][CH:22]=[CH:21][CH:20]=1, predict the reactants needed to synthesize it. The reactants are: [F:1][C:2]1[CH:7]=[CH:6][CH:5]=[C:4]([N+:8]([O-:10])=[O:9])[C:3]=1[OH:11].C([O-])([O-])=O.[K+].[K+].[CH2:18](Br)[C:19]1[CH:24]=[CH:23][CH:22]=[CH:21][CH:20]=1. (5) Given the product [CH:22]1([C:26]2[N:31]=[C:30]([C:32]3[NH:8][C:7]4=[N:6][C:5]([N:9]5[CH2:14][CH2:13][CH2:12][C@@H:11]([C:15]([N:17]6[CH2:21][CH2:20][CH2:19][CH2:18]6)=[O:16])[CH2:10]5)=[CH:4][CH:3]=[C:2]4[N:1]=3)[CH:29]=[CH:28][N:27]=2)[CH2:23][CH2:24][CH2:25]1, predict the reactants needed to synthesize it. The reactants are: [NH2:1][C:2]1[CH:3]=[CH:4][C:5]([N:9]2[CH2:14][CH2:13][CH2:12][C@@H:11]([C:15]([N:17]3[CH2:21][CH2:20][CH2:19][CH2:18]3)=[O:16])[CH2:10]2)=[N:6][C:7]=1[NH2:8].[CH:22]1([C:26]2[N:31]=[C:30]([CH:32]=O)[CH:29]=[CH:28][N:27]=2)[CH2:25][CH2:24][CH2:23]1.[S].C(O)(=O)C. (6) The reactants are: [Br:1][C:2]1[CH:3]=[CH:4][C:5]([F:9])=[C:6]([OH:8])[CH:7]=1.[CH3:10][N:11]([CH3:15])[CH2:12][CH2:13]Cl.C([O-])([O-])=O.[K+].[K+].C([O-])(O)=O.[Na+]. Given the product [Br:1][C:2]1[CH:3]=[CH:4][C:5]([F:9])=[C:6]([CH:7]=1)[O:8][CH2:13][CH2:12][N:11]([CH3:15])[CH3:10], predict the reactants needed to synthesize it. (7) Given the product [Br:1][C:2]1[CH:3]=[C:4]2[C:9](=[CH:10][CH:11]=1)[N:8]=[CH:7][C:6]([N+:12]([O-:14])=[O:13])=[C:5]2[Cl:18], predict the reactants needed to synthesize it. The reactants are: [Br:1][C:2]1[CH:3]=[C:4]2[C:9](=[CH:10][CH:11]=1)[N:8]=[CH:7][C:6]([N+:12]([O-:14])=[O:13])=[C:5]2O.O=P(Cl)(Cl)[Cl:18]. (8) Given the product [O:3]=[C:4]([CH3:17])[CH2:5][CH2:6][CH2:7][CH2:8][C:9]1[O:10][CH:11]=[C:12]([C:14]([Cl:26])=[O:15])[N:13]=1, predict the reactants needed to synthesize it. The reactants are: N#N.[O:3]=[C:4]([CH3:17])[CH2:5][CH2:6][CH2:7][CH2:8][C:9]1[O:10][CH:11]=[C:12]([C:14](O)=[O:15])[N:13]=1.CN(C=O)C.C(Cl)(=O)C([Cl:26])=O. (9) Given the product [CH2:19]([O:18][C:16](=[O:17])[C:15]([C:2]1[CH:11]=[CH:10][CH:9]=[C:8]2[C:3]=1[CH:4]=[CH:5][CH:6]=[N:7]2)=[CH:14][C:13]([O:22][CH2:23][CH3:24])=[O:21])[CH3:20], predict the reactants needed to synthesize it. The reactants are: Br[C:2]1[CH:11]=[CH:10][CH:9]=[C:8]2[C:3]=1[CH:4]=[CH:5][C:6](C)=[N:7]2.[C:13]([O:22][CH2:23][CH3:24])(=[O:21])/[CH:14]=[CH:15]\[C:16]([O:18][CH2:19][CH3:20])=[O:17].C1(C)C=CC=CC=1P(C1C=CC=CC=1C)C1C=CC=CC=1C.C(=O)([O-])[O-].[K+].[K+]. (10) Given the product [Br:1][C:2]1[CH:10]=[C:9]2[C:5]([CH:6]=[N:7][N:8]2[C:14]2[N:19]=[CH:18][N:17]=[C:16]([NH:20][C:21]3[C:22]([O:27][CH3:28])=[N:23][CH:24]=[CH:25][CH:26]=3)[N:15]=2)=[CH:4][CH:3]=1, predict the reactants needed to synthesize it. The reactants are: [Br:1][C:2]1[CH:10]=[C:9]2[C:5]([CH:6]=[N:7][NH:8]2)=[CH:4][CH:3]=1.[H-].[Na+].Cl[C:14]1[N:19]=[CH:18][N:17]=[C:16]([NH:20][C:21]2[C:22]([O:27][CH3:28])=[N:23][CH:24]=[CH:25][CH:26]=2)[N:15]=1.